Dataset: Catalyst prediction with 721,799 reactions and 888 catalyst types from USPTO. Task: Predict which catalyst facilitates the given reaction. (1) Reactant: [CH3:1][O:2][C:3](=[O:13])[CH2:4][C:5]1[CH:10]=[CH:9][C:8]([OH:11])=[C:7]([F:12])[CH:6]=1.[CH2:14](Br)[C:15]1[CH:20]=[CH:19][CH:18]=[CH:17][CH:16]=1.C([O-])([O-])=O.[K+].[K+].O. Product: [CH3:1][O:2][C:3](=[O:13])[CH2:4][C:5]1[CH:10]=[CH:9][C:8]([O:11][CH2:14][C:15]2[CH:20]=[CH:19][CH:18]=[CH:17][CH:16]=2)=[C:7]([F:12])[CH:6]=1. The catalyst class is: 3. (2) Reactant: [OH:1][C:2]1[CH:7]=[CH:6][C:5]([C:8]2[CH:13]=[CH:12][C:11]([C:14]([O:16][CH2:17][CH3:18])=[O:15])=[CH:10][CH:9]=2)=[CH:4][CH:3]=1.Br[CH2:20][C:21]([O:23][CH2:24][CH3:25])=[O:22].C(=O)([O-])[O-].[K+].[K+].C(NCC)C. Product: [CH2:24]([O:23][C:21]([CH2:20][O:1][C:2]1[CH:3]=[CH:4][C:5]([C:8]2[CH:13]=[CH:12][C:11]([C:14]([O:16][CH2:17][CH3:18])=[O:15])=[CH:10][CH:9]=2)=[CH:6][CH:7]=1)=[O:22])[CH3:25]. The catalyst class is: 9. (3) Reactant: [O:1]1[CH:5]=[CH:4][CH:3]=[C:2]1[C:6]1[N:19]=[C:9]2[N:10]=[C:11](S(C)(=O)=O)[N:12]=[C:13]([NH2:14])[N:8]2[N:7]=1.[NH2:20][CH2:21][C@H:22]1[CH2:26][CH2:25][CH2:24][N:23]1[C:27]([O:29][C:30]([CH3:33])([CH3:32])[CH3:31])=[O:28]. Product: [C:30]([O:29][C:27]([N:23]1[CH2:24][CH2:25][CH2:26][CH:22]1[CH2:21][NH:20][C:11]1[N:12]=[C:13]([NH2:14])[N:8]2[N:7]=[C:6]([C:2]3[O:1][CH:5]=[CH:4][CH:3]=3)[N:19]=[C:9]2[N:10]=1)=[O:28])([CH3:33])([CH3:32])[CH3:31]. The catalyst class is: 23. (4) Reactant: [F:1][C:2]1[CH:10]=[CH:9][C:8]([CH2:11][C:12]2[C:21]3[C:16](=[CH:17][CH:18]=[CH:19][CH:20]=3)[C:15](=[O:22])[NH:14][N:13]=2)=[CH:7][C:3]=1[C:4](O)=[O:5].[N:23]1([C:29]([O:31][C:32]([CH3:35])([CH3:34])[CH3:33])=[O:30])[CH2:28][CH2:27][NH:26][CH2:25][CH2:24]1.CN(C(ON1N=NC2C=CC=NC1=2)=[N+](C)C)C.F[P-](F)(F)(F)(F)F.CCN(C(C)C)C(C)C. Product: [C:32]([O:31][C:29]([N:23]1[CH2:28][CH2:27][N:26]([C:4](=[O:5])[C:3]2[CH:7]=[C:8]([CH2:11][C:12]3[C:21]4[C:16](=[CH:17][CH:18]=[CH:19][CH:20]=4)[C:15](=[O:22])[NH:14][N:13]=3)[CH:9]=[CH:10][C:2]=2[F:1])[CH2:25][CH2:24]1)=[O:30])([CH3:35])([CH3:33])[CH3:34]. The catalyst class is: 3. (5) Reactant: [CH3:1][C@@H:2]1[CH:19]2[C@:14]([CH3:21])([CH2:15][CH2:16][C:17](=O)[CH2:18]2)[C@@H:13]2[C@H:4]([C@H:5]3[C@@:9]([CH2:11][CH2:12]2)([CH3:10])[C:8](=[O:22])[CH2:7][CH2:6]3)[CH2:3]1.[ClH:23].Cl.[NH:25]1[CH2:29][CH2:28][C@@H:27]([O:30][NH2:31])[CH2:26]1. Product: [ClH:23].[NH:25]1[CH2:29][CH2:28][C@@H:27]([O:30][N:31]=[C:17]2[CH2:16][CH2:15][C@@:14]3([CH3:21])[CH:19]([C@@H:2]([CH3:1])[CH2:3][C@@H:4]4[C@@H:13]3[CH2:12][CH2:11][C@@:9]3([CH3:10])[C@H:5]4[CH2:6][CH2:7][C:8]3=[O:22])[CH2:18]2)[CH2:26]1. The catalyst class is: 6. (6) Reactant: [Br:1][CH2:2][CH2:3][CH2:4][CH2:5][CH2:6][CH2:7][C:8]([O:10][CH2:11][CH3:12])=[O:9].[C:13]1([P:19]([C:26]2[CH:31]=[CH:30][CH:29]=[CH:28][CH:27]=2)[C:20]2[CH:25]=[CH:24][CH:23]=[CH:22][CH:21]=2)[CH:18]=[CH:17][CH:16]=[CH:15][CH:14]=1. Product: [Br-:1].[C:8]([CH2:7][CH2:6][CH2:5][CH2:4][CH2:3][CH2:2][P+:19]([C:20]1[CH:21]=[CH:22][CH:23]=[CH:24][CH:25]=1)([C:26]1[CH:31]=[CH:30][CH:29]=[CH:28][CH:27]=1)[C:13]1[CH:14]=[CH:15][CH:16]=[CH:17][CH:18]=1)([O:10][CH2:11][CH3:12])=[O:9]. The catalyst class is: 11. (7) Reactant: [OH:1][C@@:2]1([C:13]2[S:14][C:15]([C:18]3[CH:23]=[C:22]([NH:24][C:25]4[N:30]=[C:29]([C:31]([F:34])([F:33])[F:32])[CH:28]=[CH:27][N:26]=4)[CH:21]=[C:20]([CH3:35])[CH:19]=3)=[CH:16][N:17]=2)[CH2:7][CH2:6][C@@H:5]([C:8]([OH:10])=[O:9])[C:4]([CH3:12])([CH3:11])[CH2:3]1.S(=O)(=O)(O)O.[CH3:41]O. Product: [OH:1][C@@:2]1([C:13]2[S:14][C:15]([C:18]3[CH:23]=[C:22]([NH:24][C:25]4[N:30]=[C:29]([C:31]([F:33])([F:34])[F:32])[CH:28]=[CH:27][N:26]=4)[CH:21]=[C:20]([CH3:35])[CH:19]=3)=[CH:16][N:17]=2)[CH2:7][CH2:6][C@@H:5]([C:8]([O:10][CH3:41])=[O:9])[C:4]([CH3:11])([CH3:12])[CH2:3]1. The catalyst class is: 6.